The task is: Predict the reactants needed to synthesize the given product.. This data is from Full USPTO retrosynthesis dataset with 1.9M reactions from patents (1976-2016). (1) Given the product [N:15]1[CH:16]=[CH:17][CH:18]=[CH:19][C:14]=1[C:11]1[N:12]=[C:13]2[C:5]([C:3]([OH:4])=[O:2])=[CH:6][N:7]([CH2:20][O:21][CH2:22][CH2:23][Si:24]([CH3:27])([CH3:26])[CH3:25])[C:8]2=[N:9][CH:10]=1, predict the reactants needed to synthesize it. The reactants are: C[O:2][C:3]([C:5]1[C:13]2[C:8](=[N:9][CH:10]=[C:11]([C:14]3[CH:19]=[CH:18][CH:17]=[CH:16][N:15]=3)[N:12]=2)[N:7]([CH2:20][O:21][CH2:22][CH2:23][Si:24]([CH3:27])([CH3:26])[CH3:25])[CH:6]=1)=[O:4].[OH-].[Na+].Cl. (2) Given the product [NH2:1][C:2]1[C:3]([C:9]([O:11][CH3:12])=[O:10])=[N:4][C:5]([C:20]2[CH:21]=[CH:22][C:17]([C:15](=[O:16])[N:14]([CH3:13])[CH3:26])=[CH:18][CH:19]=2)=[CH:6][N:7]=1, predict the reactants needed to synthesize it. The reactants are: [NH2:1][C:2]1[C:3]([C:9]([O:11][CH3:12])=[O:10])=[N:4][C:5](Br)=[CH:6][N:7]=1.[CH3:13][N:14]([CH3:26])[C:15]([C:17]1[CH:22]=[CH:21][C:20](B(O)O)=[CH:19][CH:18]=1)=[O:16].C(=O)([O-])[O-].[Na+].[Na+].C1(P(C2C=CC=CC=2)C2C=CC=CC=2)C=CC=CC=1. (3) Given the product [CH3:9][O:10][C:11]1[CH:12]=[C:13]2[C:18](=[CH:19][CH:20]=1)[CH:17]=[C:16]([C:2]1[C:3]([NH2:8])=[N:4][CH:5]=[CH:6][CH:7]=1)[CH:15]=[CH:14]2, predict the reactants needed to synthesize it. The reactants are: Br[C:2]1[C:3]([NH2:8])=[N:4][CH:5]=[CH:6][CH:7]=1.[CH3:9][O:10][C:11]1[CH:12]=[C:13]2[C:18](=[CH:19][CH:20]=1)[CH:17]=[C:16](B(O)O)[CH:15]=[CH:14]2.O.O.O.O.O.O.O.O.O.O.C(=O)([O-])[O-].[Na+].[Na+]. (4) Given the product [CH:31]([N:34]1[CH2:39][CH2:38][CH:37]([NH:40][C:27]([C:15]2[CH:16]=[C:17]([CH2:18][O:19][CH2:20][CH2:21][O:22][CH2:23][CH2:24][O:25][CH3:26])[N:13]([CH2:12][C:9]3[CH:8]=[C:7]([C:5]4[S:6][C:2]([Cl:1])=[CH:3][CH:4]=4)[O:11][N:10]=3)[N:14]=2)=[O:28])[CH2:36][CH2:35]1)([CH3:33])[CH3:32], predict the reactants needed to synthesize it. The reactants are: [Cl:1][C:2]1[S:6][C:5]([C:7]2[O:11][N:10]=[C:9]([CH2:12][N:13]3[C:17]([CH2:18][O:19][CH2:20][CH2:21][O:22][CH2:23][CH2:24][O:25][CH3:26])=[CH:16][C:15]([C:27](O)=[O:28])=[N:14]3)[CH:8]=2)=[CH:4][CH:3]=1.Cl.[CH:31]([N:34]1[CH2:39][CH2:38][CH:37]([NH2:40])[CH2:36][CH2:35]1)([CH3:33])[CH3:32].C1N(P(Cl)(N2C(=O)OCC2)=O)C(=O)OC1. (5) Given the product [CH:15]1([CH:2]([NH:21][C:22]2[CH:23]=[CH:24][C:25]([C:28]([N:30]([CH3:38])[CH2:31][CH2:32][C:33]([O:35][CH2:36][CH3:37])=[O:34])=[O:29])=[CH:26][CH:27]=2)[C:3]2[C:7]3[CH:8]=[CH:9][C:10]([O:12][CH3:13])=[CH:11][C:6]=3[O:5][C:4]=2[CH3:14])[CH2:20][CH2:19][CH2:18][CH2:17][CH2:16]1, predict the reactants needed to synthesize it. The reactants are: Cl[CH:2]([CH:15]1[CH2:20][CH2:19][CH2:18][CH2:17][CH2:16]1)[C:3]1[C:7]2[CH:8]=[CH:9][C:10]([O:12][CH3:13])=[CH:11][C:6]=2[O:5][C:4]=1[CH3:14].[NH2:21][C:22]1[CH:27]=[CH:26][C:25]([C:28]([N:30]([CH3:38])[CH2:31][CH2:32][C:33]([O:35][CH2:36][CH3:37])=[O:34])=[O:29])=[CH:24][CH:23]=1.[I-].[Na+].C(=O)([O-])[O-].[Na+].[Na+].[Cl-].[NH4+]. (6) The reactants are: [CH2:1]([N:8]1[C:12]2[CH:13]=[CH:14][CH:15]=[CH:16][C:11]=2[N:10](/C(/C)=C\SC)[C:9]1=[O:22])[C:2]1[CH:7]=[CH:6][CH:5]=[CH:4][CH:3]=1.CO.O.C(S(O)(=O)=O)(F)(F)F. Given the product [CH2:1]([N:8]1[C:12]2[CH:13]=[CH:14][CH:15]=[CH:16][C:11]=2[NH:10][C:9]1=[O:22])[C:2]1[CH:3]=[CH:4][CH:5]=[CH:6][CH:7]=1, predict the reactants needed to synthesize it. (7) Given the product [Cl:39][C:36]1[CH:37]=[CH:38][C:33]([C@@:12]23[O:11][C@@:10]([CH2:51][OH:52])([CH2:32][O:31]2)[C@@H:9]([OH:8])[C@H:14]([OH:15])[C@H:13]3[OH:23])=[CH:34][C:35]=1[CH2:40][C:41]1[CH:50]=[CH:49][C:44]2[O:45][CH2:46][CH2:47][O:48][C:43]=2[CH:42]=1, predict the reactants needed to synthesize it. The reactants are: C([O:8][C@H:9]1[C@H:14]([O:15]CC2C=CC=CC=2)[C@@H:13]([O:23]CC2C=CC=CC=2)[C:12]([C:33]2[CH:38]=[CH:37][C:36]([Cl:39])=[C:35]([CH2:40][C:41]3[CH:50]=[CH:49][C:44]4[O:45][CH2:46][CH2:47][O:48][C:43]=4[CH:42]=3)[CH:34]=2)([O:31][CH3:32])[O:11][C:10]1(CO)[CH2:51][OH:52])C1C=CC=CC=1.ClC1C=CC=CC=1Cl.